Predict the product of the given reaction. From a dataset of Forward reaction prediction with 1.9M reactions from USPTO patents (1976-2016). Given the reactants [CH3:1][O:2][C:3](=[O:20])[C:4]1[CH:9]=[CH:8][CH:7]=[C:6]([NH2:10])[C:5]=1[C:11]#[C:12][C:13]1[CH:18]=[CH:17][C:16]([Cl:19])=[CH:15][CH:14]=1, predict the reaction product. The product is: [CH3:1][O:2][C:3]([C:4]1[C:5]2[CH:11]=[C:12]([C:13]3[CH:14]=[CH:15][C:16]([Cl:19])=[CH:17][CH:18]=3)[NH:10][C:6]=2[CH:7]=[CH:8][CH:9]=1)=[O:20].